Dataset: Forward reaction prediction with 1.9M reactions from USPTO patents (1976-2016). Task: Predict the product of the given reaction. (1) Given the reactants [O:1]1[C:6]2[CH:7]=[CH:8][C:9]([CH2:11][C:12]3[CH:13]=[C:14]([C@H:20]4[C@H:25]([OH:26])[C@@H:24]([OH:27])[C@H:23]([OH:28])[C@@H:22]([CH2:29][OH:30])[O:21]4)[CH:15]=[CH:16][C:17]=3[CH2:18][CH3:19])=[CH:10][C:5]=2[O:4][CH2:3][CH2:2]1.[CH2:31]([O:33][P:34](Cl)([O:36][CH2:37][CH3:38])=[O:35])[CH3:32], predict the reaction product. The product is: [CH2:31]([O:33][P:34](=[O:35])([O:36][CH2:37][CH3:38])[O:30][CH2:29][C@@H:22]1[C@@H:23]([OH:28])[C@H:24]([OH:27])[C@@H:25]([OH:26])[C@H:20]([C:14]2[CH:15]=[CH:16][C:17]([CH2:18][CH3:19])=[C:12]([CH2:11][C:9]3[CH:8]=[CH:7][C:6]4[O:1][CH2:2][CH2:3][O:4][C:5]=4[CH:10]=3)[CH:13]=2)[O:21]1)[CH3:32]. (2) Given the reactants [F:1][C:2]1[CH:7]=[C:6](F)[C:5]([N+:9]([O-:11])=[O:10])=[CH:4][N:3]=1.[F:12][C:13]([F:17])([F:16])[CH2:14][OH:15].C(N(CC)CC)C, predict the reaction product. The product is: [F:1][C:2]1[CH:7]=[C:6]([O:15][CH2:14][C:13]([F:17])([F:16])[F:12])[C:5]([N+:9]([O-:11])=[O:10])=[CH:4][N:3]=1. (3) Given the reactants [Br:1][C:2]1[C:10]2[C:5](=[CH:6][CH:7]=[C:8]([CH2:11][CH2:12][C:13]3[N:18]=[CH:17][CH:16]=[CH:15][N:14]=3)[CH:9]=2)[NH:4][N:3]=1.C(=O)([O-])[O-].[K+].[K+].Br[CH2:26][C:27]([O:29][C:30]([CH3:33])([CH3:32])[CH3:31])=[O:28], predict the reaction product. The product is: [C:30]([O:29][C:27](=[O:28])[CH2:26][N:4]1[C:5]2[C:10](=[CH:9][C:8]([CH2:11][CH2:12][C:13]3[N:18]=[CH:17][CH:16]=[CH:15][N:14]=3)=[CH:7][CH:6]=2)[C:2]([Br:1])=[N:3]1)([CH3:33])([CH3:32])[CH3:31]. (4) Given the reactants [C:1]([C:5]1[CH:9]=[C:8]([NH:10][C:11]([NH:13][C:14]2[CH:19]=[CH:18][C:17]([Cl:20])=[CH:16][CH:15]=2)=[O:12])[N:7]([C:21]2[CH:22]=[C:23]([CH:29]=[CH:30][CH:31]=2)[C:24](OCC)=O)[N:6]=1)([CH3:4])([CH3:3])[CH3:2].O=S(Cl)[Cl:34], predict the reaction product. The product is: [C:1]([C:5]1[CH:9]=[C:8]([NH:10][C:11]([NH:13][C:14]2[CH:19]=[CH:18][C:17]([Cl:20])=[CH:16][CH:15]=2)=[O:12])[N:7]([C:21]2[CH:31]=[CH:30][CH:29]=[C:23]([CH2:24][Cl:34])[CH:22]=2)[N:6]=1)([CH3:4])([CH3:3])[CH3:2]. (5) Given the reactants [F:1][CH:2]([F:12])[O:3][CH2:4][C:5]1(C(O)=O)[CH2:8][CH2:7][CH2:6]1.C1C=CC(P([N:27]=[N+]=[N-])(C2C=CC=CC=2)=O)=CC=1.[Cl:30][C:31]1[CH:32]=[C:33]([C:38]2[C:46]([C:47]([NH2:49])=[O:48])=[C:41]3[CH2:42][NH:43][CH2:44][CH2:45][N:40]3[N:39]=2)[CH:34]=[CH:35][C:36]=1[F:37].C1[CH2:54][O:53]CC1, predict the reaction product. The product is: [Cl:30][C:31]1[CH:32]=[C:33]([C:38]2[C:46]([C:47]([NH2:49])=[O:48])=[C:41]3[CH2:42][N:43]([C:54]([NH:27][C:5]4([CH2:4][O:3][CH:2]([F:1])[F:12])[CH2:6][CH2:7][CH2:8]4)=[O:53])[CH2:44][CH2:45][N:40]3[N:39]=2)[CH:34]=[CH:35][C:36]=1[F:37]. (6) Given the reactants [Cl:1][C:2]1[CH:7]=[CH:6][N:5]=[C:4]2[N:8]([S:26]([C:29]3[CH:34]=[CH:33][CH:32]=[CH:31][CH:30]=3)(=[O:28])=[O:27])[CH:9]=[C:10]([C:11]3[CH:12]=[C:13]([CH:23]=[CH:24][CH:25]=3)[CH2:14][NH:15]C(=O)OC(C)(C)C)[C:3]=12, predict the reaction product. The product is: [Cl:1][C:2]1[CH:7]=[CH:6][N:5]=[C:4]2[N:8]([S:26]([C:29]3[CH:34]=[CH:33][CH:32]=[CH:31][CH:30]=3)(=[O:28])=[O:27])[CH:9]=[C:10]([C:11]3[CH:12]=[C:13]([CH2:14][NH2:15])[CH:23]=[CH:24][CH:25]=3)[C:3]=12. (7) The product is: [CH3:16][O:15][N:13]([CH3:14])[C:12](=[O:17])[CH:11]=[CH:27][C:23]1[CH:22]=[C:21]2[C:26](=[CH:25][CH:24]=1)[NH:18][CH:19]=[CH:20]2. Given the reactants [H-].[Na+].C(OP([CH2:11][C:12](=[O:17])[N:13]([O:15][CH3:16])[CH3:14])(=O)OCC)C.[NH:18]1[C:26]2[C:21](=[CH:22][C:23]([CH:27]=O)=[CH:24][CH:25]=2)[CH:20]=[CH:19]1.N1C2C(=CC=CC=2)C=C1, predict the reaction product.